Dataset: Forward reaction prediction with 1.9M reactions from USPTO patents (1976-2016). Task: Predict the product of the given reaction. (1) Given the reactants [CH3:1][C:2]1[N:7]=[C:6]([CH2:8][CH2:9][CH3:10])[NH:5][C:4](=[O:11])[CH:3]=1.Br[CH2:13][C:14]1[CH:19]=[CH:18][C:17]([C:20]2[C:21]([C:26]#[N:27])=[CH:22][CH:23]=[CH:24][CH:25]=2)=[CH:16][C:15]=1[F:28].C(=O)([O-])[O-].[K+].[K+], predict the reaction product. The product is: [F:28][C:15]1[CH:16]=[C:17]([C:20]2[C:21]([C:26]#[N:27])=[CH:22][CH:23]=[CH:24][CH:25]=2)[CH:18]=[CH:19][C:14]=1[CH2:13][N:5]1[C:4](=[O:11])[CH:3]=[C:2]([CH3:1])[N:7]=[C:6]1[CH2:8][CH2:9][CH3:10]. (2) Given the reactants [CH:1]1([S:4](Cl)(=[O:6])=[O:5])[CH2:3][CH2:2]1.[Br:8][C:9]1[C:10]([O:29][CH2:30][CH:31]2[CH2:36][CH2:35][NH:34][CH2:33][CH2:32]2)=[N:11][C:12]2[N:13]([N:16]=[CH:17][C:18]=2[C:19]2[CH:20]=[N:21][C:22]3[C:27]([CH:28]=2)=[CH:26][CH:25]=[CH:24][CH:23]=3)[C:14]=1[NH2:15].C(N(CC)CC)C, predict the reaction product. The product is: [Br:8][C:9]1[C:10]([O:29][CH2:30][CH:31]2[CH2:32][CH2:33][N:34]([S:4]([CH:1]3[CH2:3][CH2:2]3)(=[O:6])=[O:5])[CH2:35][CH2:36]2)=[N:11][C:12]2[N:13]([N:16]=[CH:17][C:18]=2[C:19]2[CH:20]=[N:21][C:22]3[C:27]([CH:28]=2)=[CH:26][CH:25]=[CH:24][CH:23]=3)[C:14]=1[NH2:15]. (3) Given the reactants [NH2:1][C:2]1[CH:3]=[C:4]([CH:11]=[CH:12][N:13]=1)[C:5]([N:7]([O:9][CH3:10])[CH3:8])=[O:6].[CH3:14][S:15](Cl)(=[O:17])=[O:16], predict the reaction product. The product is: [CH3:14][S:15]([NH:1][C:2]1[CH:3]=[C:4]([CH:11]=[CH:12][N:13]=1)[C:5]([N:7]([O:9][CH3:10])[CH3:8])=[O:6])(=[O:17])=[O:16]. (4) Given the reactants Br.[CH3:2][C:3]1([CH3:10])[CH2:8][CH2:7][NH:6][C:5]([NH2:9])=[N:4]1.[C:11](OCC)(=[O:16])[CH2:12][C:13]([O-])=[O:14].C[O-].[Na+], predict the reaction product. The product is: [OH:16][C:11]1[N:9]=[C:5]2[NH:4][C:3]([CH3:10])([CH3:2])[CH2:8][CH2:7][N:6]2[C:13](=[O:14])[CH:12]=1. (5) Given the reactants [OH:1][C:2]1[C:6]([C:7]#[N:8])=[C:5]([S:9][CH3:10])[S:4][N:3]=1.[CH:11]1([CH2:17]O)[CH2:16][CH2:15][CH2:14][CH2:13][CH2:12]1.C1(P(C2C=CC=CC=2)C2C=CC=CN=2)C=CC=CC=1.CN1CCN(C(N=NC(N2CCN(C)CC2)=O)=O)CC1, predict the reaction product. The product is: [CH:11]1([CH2:17][O:1][C:2]2[C:6]([C:7]#[N:8])=[C:5]([S:9][CH3:10])[S:4][N:3]=2)[CH2:16][CH2:15][CH2:14][CH2:13][CH2:12]1. (6) Given the reactants [Br:1][C:2]1[C:3]([CH3:27])=[N:4][N:5]([CH2:14][CH2:15]OS(C2C=CC(C)=CC=2)(=O)=O)[C:6]=1[C:7]1[CH:12]=[CH:11][C:10]([F:13])=[CH:9][CH:8]=1.[S:28]([O-:31])([O-:30])=[O:29].[Na+].[Na+], predict the reaction product. The product is: [Br:1][C:2]1[C:3]([CH3:27])=[N:4][N:5]([CH2:14][CH2:15][S:28]([OH:31])(=[O:30])=[O:29])[C:6]=1[C:7]1[CH:8]=[CH:9][C:10]([F:13])=[CH:11][CH:12]=1. (7) Given the reactants [CH2:1]([CH:3]1[C:16]2[C:11](=[CH:12][CH:13]=[C:14]([F:17])[CH:15]=2)[C:10]2[CH:9]=[CH:8][CH:7]=[CH:6][C:5]=2[N:4]1[S:18]([C:21]1[CH:26]=[CH:25][C:24]([OH:27])=[CH:23][CH:22]=1)(=[O:20])=[O:19])[CH3:2].N1C=CC=CC=1.[C:34]([CH2:38][C:39](Cl)=[O:40])([CH3:37])([CH3:36])[CH3:35], predict the reaction product. The product is: [CH3:35][C:34]([CH3:37])([CH3:36])[CH2:38][C:39]([O:27][C:24]1[CH:23]=[CH:22][C:21]([S:18]([N:4]2[CH:3]([CH2:1][CH3:2])[C:16]3[C:11](=[CH:12][CH:13]=[C:14]([F:17])[CH:15]=3)[C:10]3[CH:9]=[CH:8][CH:7]=[CH:6][C:5]2=3)(=[O:20])=[O:19])=[CH:26][CH:25]=1)=[O:40].